From a dataset of NCI-60 drug combinations with 297,098 pairs across 59 cell lines. Regression. Given two drug SMILES strings and cell line genomic features, predict the synergy score measuring deviation from expected non-interaction effect. (1) Drug 1: C1CCN(CC1)CCOC2=CC=C(C=C2)C(=O)C3=C(SC4=C3C=CC(=C4)O)C5=CC=C(C=C5)O. Drug 2: CC(C)NC(=O)C1=CC=C(C=C1)CNNC.Cl. Cell line: SK-MEL-2. Synergy scores: CSS=-4.85, Synergy_ZIP=3.47, Synergy_Bliss=4.01, Synergy_Loewe=-3.23, Synergy_HSA=-3.41. (2) Drug 1: CN(CC1=CN=C2C(=N1)C(=NC(=N2)N)N)C3=CC=C(C=C3)C(=O)NC(CCC(=O)O)C(=O)O. Drug 2: CN(C(=O)NC(C=O)C(C(C(CO)O)O)O)N=O. Cell line: HOP-92. Synergy scores: CSS=6.09, Synergy_ZIP=-5.50, Synergy_Bliss=-2.75, Synergy_Loewe=-16.1, Synergy_HSA=-3.74. (3) Drug 1: CC=C1C(=O)NC(C(=O)OC2CC(=O)NC(C(=O)NC(CSSCCC=C2)C(=O)N1)C(C)C)C(C)C. Drug 2: C1CC(=O)NC(=O)C1N2C(=O)C3=CC=CC=C3C2=O. Cell line: NCI-H322M. Synergy scores: CSS=27.1, Synergy_ZIP=-0.579, Synergy_Bliss=-3.57, Synergy_Loewe=-44.7, Synergy_HSA=-4.52. (4) Drug 1: CCC1=CC2CC(C3=C(CN(C2)C1)C4=CC=CC=C4N3)(C5=C(C=C6C(=C5)C78CCN9C7C(C=CC9)(C(C(C8N6C)(C(=O)OC)O)OC(=O)C)CC)OC)C(=O)OC.C(C(C(=O)O)O)(C(=O)O)O. Drug 2: CN(CC1=CN=C2C(=N1)C(=NC(=N2)N)N)C3=CC=C(C=C3)C(=O)NC(CCC(=O)O)C(=O)O. Cell line: UACC-257. Synergy scores: CSS=26.7, Synergy_ZIP=-4.75, Synergy_Bliss=1.45, Synergy_Loewe=-0.183, Synergy_HSA=1.54. (5) Drug 1: CCCCCOC(=O)NC1=NC(=O)N(C=C1F)C2C(C(C(O2)C)O)O. Drug 2: C1C(C(OC1N2C=NC(=NC2=O)N)CO)O. Cell line: M14. Synergy scores: CSS=-4.01, Synergy_ZIP=-0.358, Synergy_Bliss=-6.13, Synergy_Loewe=-13.4, Synergy_HSA=-8.85. (6) Drug 1: CCCS(=O)(=O)NC1=C(C(=C(C=C1)F)C(=O)C2=CNC3=C2C=C(C=N3)C4=CC=C(C=C4)Cl)F. Drug 2: C1CNP(=O)(OC1)N(CCCl)CCCl. Cell line: SN12C. Synergy scores: CSS=-1.47, Synergy_ZIP=2.08, Synergy_Bliss=2.56, Synergy_Loewe=-0.202, Synergy_HSA=-0.723. (7) Drug 2: CC1CCC2CC(C(=CC=CC=CC(CC(C(=O)C(C(C(=CC(C(=O)CC(OC(=O)C3CCCCN3C(=O)C(=O)C1(O2)O)C(C)CC4CCC(C(C4)OC)O)C)C)O)OC)C)C)C)OC. Synergy scores: CSS=5.69, Synergy_ZIP=-3.49, Synergy_Bliss=-2.44, Synergy_Loewe=-12.6, Synergy_HSA=-1.61. Cell line: UACC62. Drug 1: C1CC(C1)(C(=O)O)C(=O)O.[NH2-].[NH2-].[Pt+2]. (8) Drug 1: CN1C(=O)N2C=NC(=C2N=N1)C(=O)N. Drug 2: CC12CCC3C(C1CCC2O)C(CC4=C3C=CC(=C4)O)CCCCCCCCCS(=O)CCCC(C(F)(F)F)(F)F. Cell line: A498. Synergy scores: CSS=-1.43, Synergy_ZIP=1.10, Synergy_Bliss=1.52, Synergy_Loewe=-1.26, Synergy_HSA=-2.70. (9) Synergy scores: CSS=20.0, Synergy_ZIP=-6.97, Synergy_Bliss=-3.67, Synergy_Loewe=-6.66, Synergy_HSA=-6.55. Drug 2: CC(C)CN1C=NC2=C1C3=CC=CC=C3N=C2N. Drug 1: CCN(CC)CCCC(C)NC1=C2C=C(C=CC2=NC3=C1C=CC(=C3)Cl)OC. Cell line: NCI-H226. (10) Drug 1: C1=CC(=CC=C1C#N)C(C2=CC=C(C=C2)C#N)N3C=NC=N3. Drug 2: C1CNP(=O)(OC1)N(CCCl)CCCl. Cell line: COLO 205. Synergy scores: CSS=-3.33, Synergy_ZIP=4.92, Synergy_Bliss=3.57, Synergy_Loewe=-2.19, Synergy_HSA=-3.61.